Task: Predict which catalyst facilitates the given reaction.. Dataset: Catalyst prediction with 721,799 reactions and 888 catalyst types from USPTO (1) Product: [NH2:11][C:10]1[CH:9]=[CH:8][C:5]([C:6]#[N:7])=[CH:4][C:3]=1[NH:18][CH2:17][CH:14]1[CH2:16][CH2:15]1. The catalyst class is: 16. Reactant: CO[C:3]1[CH:4]=[C:5]([CH:8]=[CH:9][C:10]=1[N+:11]([O-])=O)[C:6]#[N:7].[CH:14]1([CH2:17][NH2:18])[CH2:16][CH2:15]1. (2) Reactant: [C:1]([C:5]1[CH:10]=[CH:9][C:8]([S:11]([NH:14][C:15]2[CH:16]=[C:17]3[C:21](=[CH:22][CH:23]=2)[NH:20][C:19]([C:24]([OH:26])=O)=[C:18]3[C:27]2[CH:32]=[CH:31][CH:30]=[CH:29][C:28]=2[CH3:33])(=[O:13])=[O:12])=[CH:7][CH:6]=1)([CH3:4])([CH3:3])[CH3:2].[CH3:34][N:35]([CH3:39])[CH2:36][CH2:37][NH2:38]. Product: [CH3:34][N:35]([CH3:39])[CH2:36][CH2:37][NH:38][C:24]([C:19]1[NH:20][C:21]2[C:17]([C:18]=1[C:27]1[CH:32]=[CH:31][CH:30]=[CH:29][C:28]=1[CH3:33])=[CH:16][C:15]([NH:14][S:11]([C:8]1[CH:7]=[CH:6][C:5]([C:1]([CH3:4])([CH3:2])[CH3:3])=[CH:10][CH:9]=1)(=[O:13])=[O:12])=[CH:23][CH:22]=2)=[O:26]. The catalyst class is: 98. (3) Reactant: [C:1]([C:3]1[CH:4]=[C:5]([C:9]2[CH:14]=[CH:13][C:12]([C:15]3[C:21]4[C:22]([CH3:27])=[C:23]([CH:25]=[O:26])[S:24][C:20]=4[N:19]4[C:28]([CH3:31])=[N:29][N:30]=[C:18]4[C@H:17]([CH2:32][C:33]([O:35][CH3:36])=[O:34])[N:16]=3)=[CH:11][CH:10]=2)[CH:6]=[CH:7][CH:8]=1)#[N:2].P([O-])(O)(O)=[O:38].[Na+].OO.Cl([O-])=O.[Na+].S([O-])([O-])=O.[Na+].[Na+]. Product: [C:1]([C:3]1[CH:4]=[C:5]([C:9]2[CH:10]=[CH:11][C:12]([C:15]3[C:21]4[C:22]([CH3:27])=[C:23]([C:25]([OH:38])=[O:26])[S:24][C:20]=4[N:19]4[C:28]([CH3:31])=[N:29][N:30]=[C:18]4[C@H:17]([CH2:32][C:33]([O:35][CH3:36])=[O:34])[N:16]=3)=[CH:13][CH:14]=2)[CH:6]=[CH:7][CH:8]=1)#[N:2]. The catalyst class is: 47. (4) Reactant: [CH2:1]([C:3]1[CH:8]=[C:7]([CH3:9])[CH:6]=[C:5]([CH2:10][CH3:11])[C:4]=1[C:12](=[O:21])[C:13]([NH:15][N:16]=[CH:17][CH:18]([CH3:20])[CH3:19])=[O:14])[CH3:2].[CH3:22]C(C)=O.[C:26](=O)([O-])[O-].[K+].[K+].S(OC)(OC)(=O)=O. Product: [CH2:1]([C:3]1[CH:8]=[C:7]([CH3:9])[CH:6]=[C:5]([CH2:10][CH3:11])[C:4]=1[C:12](=[O:21])[C:13]([N:15]([CH3:22])[N:16]=[CH:17][CH:18]([CH3:19])[CH3:20])=[O:14])[CH3:2].[CH2:1]([C:3]1[CH:8]=[C:7]([CH3:9])[CH:6]=[C:5]([CH2:10][CH3:11])[C:4]=1[C:12](=[O:21])[C:13](=[N:15][N:16]=[CH:17][CH:18]([CH3:19])[CH3:20])[O:14][CH3:26])[CH3:2]. The catalyst class is: 93.